The task is: Predict the reaction yield, written as a fraction of the theoretical maximum amount of product (1.0 means a 100% yield; for example, 0.34 means a 34% yield).. This data is from Reaction yield outcomes from USPTO patents with 853,638 reactions. (1) The reactants are P(Cl)(Cl)(Cl)(Cl)Cl.[CH2:7]([C:14]1[S:18][C:17]([S:19]([OH:22])(=O)=[O:20])=[CH:16][CH:15]=1)[C:8]1[CH:13]=[CH:12][CH:11]=[CH:10][CH:9]=1.P(Cl)(Cl)([Cl:25])=O. No catalyst specified. The product is [CH2:7]([C:14]1[S:18][C:17]([S:19]([Cl:25])(=[O:22])=[O:20])=[CH:16][CH:15]=1)[C:8]1[CH:13]=[CH:12][CH:11]=[CH:10][CH:9]=1. The yield is 0.390. (2) The reactants are [CH2:1]([OH:8])[C:2]1[CH:7]=[CH:6][CH:5]=[CH:4][CH:3]=1.[Na].Cl[C:11]1[N:16]=[C:15](Cl)[C:14]([CH2:18][CH3:19])=[C:13]([Cl:20])[N:12]=1. The catalyst is O. The product is [CH2:1]([O:8][C:11]1[N:16]=[C:15]([O:8][CH2:1][C:2]2[CH:7]=[CH:6][CH:5]=[CH:4][CH:3]=2)[C:14]([CH2:18][CH3:19])=[C:13]([Cl:20])[N:12]=1)[C:2]1[CH:7]=[CH:6][CH:5]=[CH:4][CH:3]=1. The yield is 0.800. (3) The reactants are [Br:1][C:2]1[C:3]([CH3:9])=[C:4]([NH2:8])[CH:5]=[CH:6][CH:7]=1.CCN(C(C)C)C(C)C.[C:19](Cl)(=[O:21])[CH3:20]. No catalyst specified. The product is [Br:1][C:2]1[C:3]([CH3:9])=[C:4]([NH:8][C:19](=[O:21])[CH3:20])[CH:5]=[CH:6][CH:7]=1. The yield is 0.890.